Dataset: Full USPTO retrosynthesis dataset with 1.9M reactions from patents (1976-2016). Task: Predict the reactants needed to synthesize the given product. (1) The reactants are: [F:1][C:2]1[CH:8]=[C:7]([S:9][C:10]([F:15])([F:14])[CH:11]([F:13])[F:12])[CH:6]=[CH:5][C:3]=1[NH2:4].[CH2:16]=O.C[O-].[Na+].CO. Given the product [F:1][C:2]1[CH:8]=[C:7]([S:9][C:10]([F:15])([F:14])[CH:11]([F:12])[F:13])[CH:6]=[CH:5][C:3]=1[NH:4][CH3:16], predict the reactants needed to synthesize it. (2) Given the product [F:1][C:2]([F:7])([F:6])[C:3]([OH:5])=[O:4].[C:8]([N:10]=[C:11]([N:20]1[CH:21]([CH:36]([CH3:37])[CH3:38])[CH2:22][CH2:39][N:23]([C:26]2[CH:35]=[N:34][C:33]3[C:28](=[CH:29][CH:30]=[CH:31][CH:32]=3)[N:27]=2)[CH2:24][CH2:25]1)[NH:12][C:13]1[CH:18]=[CH:17][CH:16]=[CH:15][C:14]=1[CH3:19])#[N:9], predict the reactants needed to synthesize it. The reactants are: [F:1][C:2]([F:7])([F:6])[C:3]([OH:5])=[O:4].[C:8]([N:10]=[C:11]([N:20]1[CH2:25][CH2:24][N:23]([C:26]2[CH:35]=[N:34][C:33]3[C:28](=[CH:29][CH:30]=[CH:31][CH:32]=3)[N:27]=2)[CH2:22][CH:21]1[CH:36]([CH3:38])[CH3:37])[NH:12][C:13]1[CH:18]=[CH:17][CH:16]=[CH:15][C:14]=1[CH3:19])#[N:9].[CH:39](C1CCN(C2C=NC3C(=CC=CC=3)N=2)CCN1)(C)C. (3) The reactants are: [F:1][C:2]([F:19])([F:18])[C:3]([NH:5][CH:6]([CH3:17])[CH2:7][C:8]1[CH:13]=[C:12]([O:14][CH3:15])[CH:11]=[CH:10][C:9]=1I)=[O:4].CC([O-])=O.[K+].[CH:25]1[CH:30]=CC(P(C2C=CC=CC=2)C2C=CC=CC=2)=C[CH:26]=1. Given the product [F:1][C:2]([F:19])([F:18])[C:3]([N:5]1[CH2:30][C:25](=[CH2:26])[C:9]2[CH:10]=[CH:11][C:12]([O:14][CH3:15])=[CH:13][C:8]=2[CH2:7][CH:6]1[CH3:17])=[O:4], predict the reactants needed to synthesize it. (4) The reactants are: [CH2:1]([S:3]([C:6]1[CH:27]=[CH:26][C:9]([CH2:10][NH:11][C:12]([C:14]2[CH:15]=[C:16]3[C:20](=[CH:21][CH:22]=2)[CH:19]([CH:23]([CH3:25])[CH3:24])[NH:18][CH2:17]3)=[O:13])=[CH:8][CH:7]=1)(=[O:5])=[O:4])[CH3:2].[OH:28][C:29]1([C:37]([F:40])([F:39])[F:38])[CH2:34][CH2:33][CH:32]([CH:35]=O)[CH2:31][CH2:30]1. Given the product [CH2:1]([S:3]([C:6]1[CH:27]=[CH:26][C:9]([CH2:10][NH:11][C:12]([C:14]2[CH:15]=[C:16]3[C:20](=[CH:21][CH:22]=2)[CH:19]([CH:23]([CH3:24])[CH3:25])[N:18]([CH2:35][CH:32]2[CH2:31][CH2:30][C:29]([OH:28])([C:37]([F:38])([F:39])[F:40])[CH2:34][CH2:33]2)[CH2:17]3)=[O:13])=[CH:8][CH:7]=1)(=[O:4])=[O:5])[CH3:2], predict the reactants needed to synthesize it. (5) Given the product [CH3:1][O:2][C:3]([C:5]1[CH:9]=[C:8]([C:16]2[O:17][CH:18]=[CH:19][N:20]=2)[S:7][CH:6]=1)=[O:4], predict the reactants needed to synthesize it. The reactants are: [CH3:1][O:2][C:3]([C:5]1[CH:9]=[C:8](Br)[S:7][CH:6]=1)=[O:4].C([Sn](CCCC)(CCCC)[C:16]1[O:17][CH:18]=[CH:19][N:20]=1)CCC. (6) Given the product [CH2:1]([N:8]1[C:12]([C:13]([F:16])([F:15])[F:14])=[C:11]([S:35]([CH3:34])(=[O:37])=[O:36])[C:10]([C:18]2[CH:23]=[CH:22][C:21]([Cl:24])=[CH:20][CH:19]=2)=[C:9]1[C:25]([N:27]([CH2:29][C:30]([CH3:33])([CH3:32])[CH3:31])[CH3:28])=[O:26])[C:2]1[CH:7]=[CH:6][CH:5]=[CH:4][CH:3]=1, predict the reactants needed to synthesize it. The reactants are: [CH2:1]([N:8]1[C:12]([C:13]([F:16])([F:15])[F:14])=[C:11](Br)[C:10]([C:18]2[CH:23]=[CH:22][C:21]([Cl:24])=[CH:20][CH:19]=2)=[C:9]1[C:25]([N:27]([CH2:29][C:30]([CH3:33])([CH3:32])[CH3:31])[CH3:28])=[O:26])[C:2]1[CH:7]=[CH:6][CH:5]=[CH:4][CH:3]=1.[CH3:34][S:35]([O-:37])=[O:36].[Na+].CS(C)=O.CNCCNC.